From a dataset of Reaction yield outcomes from USPTO patents with 853,638 reactions. Predict the reaction yield, written as a fraction of the theoretical maximum amount of product (1.0 means a 100% yield; for example, 0.34 means a 34% yield). (1) The reactants are [CH3:1][C:2]1[CH:3]=[CH:4][C:5]([N+:11]([O-:13])=[O:12])=[C:6]([CH:10]=1)[C:7]([OH:9])=O.C(Cl)(=O)C(Cl)=O.[NH2:20][C:21]1[CH:26]=[CH:25][C:24]([Cl:27])=[CH:23][N:22]=1.N1C=CC=CC=1. The catalyst is ClCCl.CN(C)C=O. The product is [Cl:27][C:24]1[CH:25]=[CH:26][C:21]([NH:20][C:7]([C:6]2[CH:10]=[C:2]([CH3:1])[CH:3]=[CH:4][C:5]=2[N+:11]([O-:13])=[O:12])=[O:9])=[N:22][CH:23]=1. The yield is 0.920. (2) The reactants are Cl.[Cl:2][C:3]1[N:4]([CH2:12]Cl)[N:5]=[C:6]2[C:11]=1[CH:10]=[CH:9][CH:8]=[CH:7]2.[CH3:14][C:15]1[N:20]=[C:19]([SH:21])[N:18]=[C:17]([OH:22])[CH:16]=1. The catalyst is CC(C)=O.C(=O)([O-])[O-].[Ag+2]. The product is [Cl:2][C:3]1[N:4]([CH2:12][S:21][C:19]2[N:18]=[C:17]([OH:22])[CH:16]=[C:15]([CH3:14])[N:20]=2)[N:5]=[C:6]2[C:11]=1[CH:10]=[CH:9][CH:8]=[CH:7]2. The yield is 0.0500. (3) The reactants are [CH2:1]([O:3][CH2:4][CH2:5][OH:6])[CH3:2].[H-].[Na+].Br[CH2:10][C:11]1[N:16]=[C:15]([CH2:17][N:18]2[C:22]3[N:23]=[C:24]([NH2:33])[N:25]=[C:26]([C:27]4[O:28][C:29]([CH3:32])=[CH:30][CH:31]=4)[C:21]=3[N:20]=[N:19]2)[CH:14]=[CH:13][CH:12]=1. The catalyst is C1COCC1. The product is [CH2:1]([O:3][CH2:4][CH2:5][O:6][CH2:10][C:11]1[N:16]=[C:15]([CH2:17][N:18]2[C:22]3[N:23]=[C:24]([NH2:33])[N:25]=[C:26]([C:27]4[O:28][C:29]([CH3:32])=[CH:30][CH:31]=4)[C:21]=3[N:20]=[N:19]2)[CH:14]=[CH:13][CH:12]=1)[CH3:2]. The yield is 0.310. (4) The reactants are [CH3:1][C:2]1[CH:7]=[CH:6][C:5]([C:8]([CH3:10])=[O:9])=[CH:4][CH:3]=1.[CH2:11](O)[CH2:12][CH2:13][OH:14].CO.C1C(=O)N(Br)C(=O)C1. The catalyst is ClCCl. The product is [CH3:10][C:8]1([C:5]2[CH:6]=[CH:7][C:2]([CH3:1])=[CH:3][CH:4]=2)[O:14][CH2:13][CH2:12][CH2:11][O:9]1. The yield is 0.240.